The task is: Regression. Given a peptide amino acid sequence and an MHC pseudo amino acid sequence, predict their binding affinity value. This is MHC class II binding data.. This data is from Peptide-MHC class II binding affinity with 134,281 pairs from IEDB. (1) The peptide sequence is AAPANPGLIIGA. The MHC is DRB1_0301 with pseudo-sequence DRB1_0301. The binding affinity (normalized) is 0.00901. (2) The peptide sequence is VMGDTAWDFSSAGGF. The MHC is HLA-DQA10201-DQB10301 with pseudo-sequence HLA-DQA10201-DQB10301. The binding affinity (normalized) is 0.659. (3) The peptide sequence is RGLKLATALSLSNKF. The MHC is DRB1_0301 with pseudo-sequence DRB1_0301. The binding affinity (normalized) is 0.391. (4) The peptide sequence is NYNCKILPNTLVLDF. The MHC is DRB1_0802 with pseudo-sequence DRB1_0802. The binding affinity (normalized) is 0.395.